This data is from Drug-target binding data from BindingDB using IC50 measurements. The task is: Regression. Given a target protein amino acid sequence and a drug SMILES string, predict the binding affinity score between them. We predict pIC50 (pIC50 = -log10(IC50 in M); higher means more potent). Dataset: bindingdb_ic50. (1) The drug is CCC(F)(F)C1=C(C#N)C(c2ccc3[nH]nc(C)c3c2)C(C#N)=C(C)N1. The target protein sequence is QIKDLGSELVRYDARVHTPHLDRLVSARSVSPTTEMVSNESVDYRATFPEDQFPNSSQNGSCRQVQYPLTDMSPILTSGDSDISSPLLQNTVHIDLSALNPELVQAVQHVVIGPSSLIVHFNEVIGRGHFGCVYHGTLLDNDGKKIHCAVKSLNRITDIGEVSQFLTEGIIMKDFSHPNVLSLLGICLRSEGSPLVVLPYMKHGDLRNFIRNETHNPTVKDLIGFGLQVAKGMKYLASKKFVHRDLAARNCMLDEKFTVKVADFGLARDMYDKEYYSVHNKTGAKLPVKWMALESLQTQKFTTKSDVWSFGVLLWELMTRGAPPYPDVNTFDITVYLLQGRRLLQPEYCPDPLYEVMLKCWHPKAEMRPSFSELVSRISAIFSTFIGEHYVHVNATYVNVKCVAPYPSLLSSEDNADDEVDTRPASFWETS. The pIC50 is 8.5. (2) The small molecule is O=c1c(O)c(-c2ccc(O)c(O)c2)oc2cc(O)cc(O)c12. The target protein (P10481) has sequence MCNKNNTFEKNLDISHKPEPLILFNKDNNIWNSKYFRIPNIQLLNDGTILTFSDIRYNGPDDHAYIDIASARSTDFGKTWSYNIAMKNNRIDSTYSRVMDSTTVITNTGRIILIAGSWNTNGNWAMTTSTRRSDWSVQMIYSDDNGLTWSNKIDLTKDSSKVKNQPSNTIGWLGGVGSGIVMDDGTIVMPAQISLRENNENNYYSLIIYSKDNGETWTMGNKVPNSNTSENMVIELDGALIMSTRYDYSGYRAAYISHDLGTTWEIYEPLNGKILTGKGSGCQGSFIKATTSNGHRIGLISAPKNTKGEYIRDNIAVYMIDFDDLSKGVQEICIPYPEDGNKLGGGYSCLSFKNNHLGIVYEANGNIEYQDLTPYYSLINKQ. The pIC50 is 4.6. (3) The small molecule is CCCC[C@H](N)C(=O)CNC1CC1. The target protein (P0A079) has sequence MIVKTEEELQALKEIGYICAKVRNTMQAATKPGITTKELDNIAKELFEEYGAISAPIHDENFPGQTCISVNEEVAHGIPSKRVIREGDLVNIDVSALKNGYYADTGISFVVGESDDPMKQKVCDVATMAFENAIAKVKPGTKLSNIGKAVHNTARQNDLKVIKNLTGHGVGLSLHEAPAHVLNYFDPKDKTLLTEGMVLAIEPFISSNASFVTEGKNEWAFETSDKSFVAQIEHTVIVTKDGPILTTKIEEE. The pIC50 is 5.2. (4) The pIC50 is 4.3. The small molecule is COc1cc(Cc2cnc(N)nc2N)cc(OC)c1OC. The target protein sequence is MTLSILVAHDLQRVIGFENQLPWHLPNDLKHVKKLSTGHTLVMGRKTFESIGKPLPNRRNVVLTSDTSFNVEGVDVIHSIEDIYQLPGHVFIFGGQTLYEEMIDKVDDMYITVIEGKFRGDTFFPPYTFEDWEVASSVEGKLDEKNTIPHTFLHLIRKK. (5) The compound is COc1ccc2nccc(C3CN(C4CCN(Cc5cc6ccccc6o5)CC4)C(=O)O3)c2c1. The target protein (P51685) has sequence MDYTLDLSVTTVTDYYYPDIFSSPCDAELIQTNGKLLLAVFYCLLFVFSLLGNSLVILVLVVCKKLRSITDVYLLNLALSDLLFVFSFPFQTYYLLDQWVFGTVMCKVVSGFYYIGFYSSMFFITLMSVDRYLAVVHAVYALKVRTIRMGTTLCLAVWLTAIMATIPLLVFYQVASEDGVLQCYSFYNQQTLKWKIFTNFKMNILGLLIPFTIFMFCYIKILHQLKRCQNHNKTKAIRLVLIVVIASLLFWVPFNVVLFLTSLHSMHILDGCSISQQLTYATHVTEIISFTHCCVNPVIYAFVGEKFKKHLSEIFQKSCSQIFNYLGRQMPRESCEKSSSCQQHSSRSSSVDYIL. The pIC50 is 5.9.